Dataset: Reaction yield outcomes from USPTO patents with 853,638 reactions. Task: Predict the reaction yield, written as a fraction of the theoretical maximum amount of product (1.0 means a 100% yield; for example, 0.34 means a 34% yield). (1) The reactants are [C:1]([NH:5][S:6]([C:9]1[CH:14]=[CH:13][CH:12]=[CH:11][CH:10]=1)(=[O:8])=[O:7])([CH3:4])([CH3:3])[CH3:2].C([Li])(C)(C)C.[CH2:20]([N:27]1[CH2:31][CH2:30][C:29](=[O:32])[CH2:28]1)[C:21]1[CH:26]=[CH:25][CH:24]=[CH:23][CH:22]=1. The catalyst is CCCCC.CCOCC. The product is [CH2:20]([N:27]1[CH2:31][CH2:30][C:29]([C:10]2[CH:11]=[CH:12][CH:13]=[CH:14][C:9]=2[S:6]([NH:5][C:1]([CH3:4])([CH3:2])[CH3:3])(=[O:8])=[O:7])([OH:32])[CH2:28]1)[C:21]1[CH:22]=[CH:23][CH:24]=[CH:25][CH:26]=1. The yield is 0.390. (2) The yield is 0.840. The reactants are [H-].[Na+].[CH2:3]1[S:11](=[O:13])(=[O:12])[O:10][CH2:9][CH2:8][O:7][S:4]1(=[O:6])=[O:5].[CH:14]1[C:23]2[C:18](=[CH:19][CH:20]=[CH:21][CH:22]=2)[CH:17]=[CH:16][C:15]=1[C:24](Cl)=[O:25]. The catalyst is C(COC)OC. The product is [CH:14]1[C:23]2[C:18](=[CH:19][CH:20]=[CH:21][CH:22]=2)[CH:17]=[CH:16][C:15]=1[C:24]([CH:3]1[S:4](=[O:5])(=[O:6])[O:7][CH2:8][CH2:9][O:10][S:11]1(=[O:13])=[O:12])=[O:25]. (3) The product is [CH3:17][S:18][C:19]1[CH:20]=[C:21]2[C:25](=[CH:26][C:27]=1[C:28]([F:29])([F:31])[F:30])[N:1]([C:2](=[O:3])[NH:4][C:15]1[CH:16]=[CH:6][CH:7]=[C:8]([C:9]([O:11][CH2:12][CH3:13])=[O:10])[CH:14]=1)[CH2:23][CH2:22]2. The reactants are [NH2:1][C:2]([NH2:4])=[O:3].N[C:6]1[CH:7]=[C:8]([CH:14]=[CH:15][CH:16]=1)[C:9]([O:11][CH2:12][CH3:13])=[O:10].[CH3:17][S:18][C:19]1[CH:20]=[C:21]2[C:25](=[CH:26][C:27]=1[C:28]([F:31])([F:30])[F:29])N[CH2:23][CH2:22]2.C(C1NC=CN=1)(C1NC=CN=1)=O. No catalyst specified. The yield is 0.740. (4) The yield is 0.722. The catalyst is C(Cl)Cl.CN(C)C=O. The product is [CH:36]1([CH2:37][CH:21]([C:12]2[CH:11]=[CH:16][CH:15]=[CH:14][C:13]=2[N+:17]([O-:19])=[O:18])[C:20]([NH:26][C:27]2[S:28][CH:29]=[CH:30][N:31]=2)=[O:24])[CH2:38][CH2:44][CH2:43][CH2:42]1. The reactants are C1(CC([C:11]2[CH:16]=[CH:15][CH:14]=[C:13]([N+:17]([O-:19])=[O:18])[CH:12]=2)C(O)=O)CCCC1.[C:20](Cl)(=[O:24])[C:21](Cl)=O.[NH2:26][C:27]1[S:28][CH:29]=[CH:30][N:31]=1.C(N(CC)[CH:36]([CH3:38])[CH3:37])(C)C.O1C[CH2:44][CH2:43][CH2:42]1. (5) The reactants are [C:1]([O:5][C:6]([N:8]1[CH2:12][CH2:11][CH2:10][CH:9]1[C:13]1[NH:17][C:16]2[CH:18]=[C:19](Br)[CH:20]=[CH:21][C:15]=2[N:14]=1)=[O:7])([CH3:4])([CH3:3])[CH3:2].[C:23]([Si:25]([CH3:28])([CH3:27])[CH3:26])#[CH:24].C(N(CC)CC)C. The catalyst is CN(C=O)C.C(OCC)(=O)C.C1C=CC([P]([Pd]([P](C2C=CC=CC=2)(C2C=CC=CC=2)C2C=CC=CC=2)([P](C2C=CC=CC=2)(C2C=CC=CC=2)C2C=CC=CC=2)[P](C2C=CC=CC=2)(C2C=CC=CC=2)C2C=CC=CC=2)(C2C=CC=CC=2)C2C=CC=CC=2)=CC=1.[Cu]I. The product is [C:1]([O:5][C:6]([N:8]1[CH2:12][CH2:11][CH2:10][CH:9]1[C:13]1[NH:17][C:16]2[CH:18]=[C:19]([C:24]#[C:23][Si:25]([CH3:28])([CH3:27])[CH3:26])[CH:20]=[CH:21][C:15]=2[N:14]=1)=[O:7])([CH3:4])([CH3:3])[CH3:2]. The yield is 0.620.